From a dataset of Full USPTO retrosynthesis dataset with 1.9M reactions from patents (1976-2016). Predict the reactants needed to synthesize the given product. (1) Given the product [F:28][C:25]1[CH:26]=[CH:27][C:22]([C:20]#[C:21][C:2]2[CH:19]=[CH:18][C:5]([O:6][CH2:7][C:8]3[CH:17]=[CH:16][C:15]4[C:10](=[CH:11][CH:12]=[CH:13][CH:14]=4)[N:9]=3)=[CH:4][CH:3]=2)=[CH:23][CH:24]=1, predict the reactants needed to synthesize it. The reactants are: I[C:2]1[CH:19]=[CH:18][C:5]([O:6][CH2:7][C:8]2[CH:17]=[CH:16][C:15]3[C:10](=[CH:11][CH:12]=[CH:13][CH:14]=3)[N:9]=2)=[CH:4][CH:3]=1.[C:20]([C:22]1[CH:27]=[CH:26][C:25]([F:28])=[CH:24][CH:23]=1)#[CH:21].C(N(CC)CC)C. (2) Given the product [CH2:21]([N:23]([CH2:24][CH3:25])[C:15]1[CH:16]=[N:17][CH:18]=[CH:19][CH:20]=1)[CH3:22], predict the reactants needed to synthesize it. The reactants are: CC(C)([O-])C.[Na+].C1(C)C=CC=CC=1.Br[C:15]1[CH:16]=[N:17][CH:18]=[CH:19][CH:20]=1.[CH2:21]([NH:23][CH2:24][CH3:25])[CH3:22]. (3) Given the product [CH3:1][O:2][C:3]1([C:6]2[CH:7]=[CH:8][C:9]([C:12]#[C:13][C:14]3[CH:15]=[CH:16][C:17]([C:18]([OH:20])=[O:19])=[CH:23][CH:24]=3)=[CH:10][CH:11]=2)[CH2:5][CH2:4]1, predict the reactants needed to synthesize it. The reactants are: [CH3:1][O:2][C:3]1([C:6]2[CH:11]=[CH:10][C:9]([C:12]#[C:13][C:14]3[CH:24]=[CH:23][C:17]([C:18]([O:20]CC)=[O:19])=[CH:16][CH:15]=3)=[CH:8][CH:7]=2)[CH2:5][CH2:4]1.[OH-].[Na+]. (4) Given the product [F:1][C:2]([F:33])([F:32])[O:3][C:4]1[CH:31]=[CH:30][C:7]([CH2:8][N:9]([C:16]2[N:17]=[C:18]3[CH:23]=[C:22]([C:24]([F:27])([F:26])[F:25])[CH:21]=[CH:20][N:19]3[C:28]=2[CH3:29])[S:10]([CH2:13][CH2:14][N:38]([CH2:39][CH:40]([CH3:42])[CH3:41])[CH2:34][CH:35]([CH3:37])[CH3:36])(=[O:12])=[O:11])=[CH:6][CH:5]=1, predict the reactants needed to synthesize it. The reactants are: [F:1][C:2]([F:33])([F:32])[O:3][C:4]1[CH:31]=[CH:30][C:7]([CH2:8][N:9]([C:16]2[N:17]=[C:18]3[CH:23]=[C:22]([C:24]([F:27])([F:26])[F:25])[CH:21]=[CH:20][N:19]3[C:28]=2[CH3:29])[S:10]([CH2:13][CH2:14]Br)(=[O:12])=[O:11])=[CH:6][CH:5]=1.[CH2:34]([NH:38][CH2:39][CH:40]([CH3:42])[CH3:41])[CH:35]([CH3:37])[CH3:36]. (5) Given the product [NH:25]([C:2]1[CH:7]=[CH:6][C:5]2[C:8]3([CH2:23][O:24][C:4]=2[CH:3]=1)[C:16]1[C:11](=[CH:12][CH:13]=[CH:14][CH:15]=1)[N:10]([CH2:17][CH2:18][CH2:19][CH2:20][CH3:21])[CH2:9]3)[C:26]1[CH:31]=[CH:30][CH:29]=[CH:28][CH:27]=1, predict the reactants needed to synthesize it. The reactants are: Br[C:2]1[CH:7]=[CH:6][C:5]2[C:8]3([CH2:23][O:24][C:4]=2[CH:3]=1)[C:16]1[C:11](=[CH:12][CH:13]=[CH:14][CH:15]=1)[N:10]([CH2:17][CH2:18][CH2:19][CH2:20][CH3:21])[C:9]3=O.[NH2:25][C:26]1[CH:31]=[CH:30][CH:29]=[CH:28][CH:27]=1.CC1(C)C2C(=C(P(C3C=CC=CC=3)C3C=CC=CC=3)C=CC=2)OC2C(P(C3C=CC=CC=3)C3C=CC=CC=3)=CC=CC1=2.